Dataset: Peptide-MHC class I binding affinity with 185,985 pairs from IEDB/IMGT. Task: Regression. Given a peptide amino acid sequence and an MHC pseudo amino acid sequence, predict their binding affinity value. This is MHC class I binding data. (1) The MHC is HLA-A31:01 with pseudo-sequence HLA-A31:01. The peptide sequence is AAGIIILMEY. The binding affinity (normalized) is 0.359. (2) The peptide sequence is AAVDLSHFL. The MHC is HLA-A30:02 with pseudo-sequence HLA-A30:02. The binding affinity (normalized) is 0.236. (3) The peptide sequence is EEVAIILASF. The MHC is HLA-B40:02 with pseudo-sequence HLA-B40:02. The binding affinity (normalized) is 0.445. (4) The peptide sequence is FRRVAHSSL. The binding affinity (normalized) is 0.633. The MHC is HLA-C07:02 with pseudo-sequence HLA-C07:02.